From a dataset of Peptide-MHC class I binding affinity with 185,985 pairs from IEDB/IMGT. Regression. Given a peptide amino acid sequence and an MHC pseudo amino acid sequence, predict their binding affinity value. This is MHC class I binding data. (1) The peptide sequence is ILLARLFLY. The MHC is HLA-B57:01 with pseudo-sequence HLA-B57:01. The binding affinity (normalized) is 0.213. (2) The peptide sequence is KTANNYETI. The MHC is HLA-A02:01 with pseudo-sequence HLA-A02:01. The binding affinity (normalized) is 0.287. (3) The peptide sequence is YTGDFDSVI. The MHC is HLA-B51:01 with pseudo-sequence HLA-B51:01. The binding affinity (normalized) is 0. (4) The peptide sequence is NVKKKNEGK. The MHC is HLA-A11:01 with pseudo-sequence HLA-A11:01. The binding affinity (normalized) is 0.0481. (5) The peptide sequence is DPKNWWHIL. The MHC is HLA-B15:09 with pseudo-sequence HLA-B15:09. The binding affinity (normalized) is 0.0847.